From a dataset of Forward reaction prediction with 1.9M reactions from USPTO patents (1976-2016). Predict the product of the given reaction. (1) Given the reactants Br[CH2:2][C:3]1[C:12]2[C:7](=[CH:8][CH:9]=[CH:10][CH:11]=2)[NH:6][C:5](=[O:13])[CH:4]=1.[CH3:14][O:15][C:16]1[CH:22]=[CH:21][C:19]([NH2:20])=[CH:18][CH:17]=1.[O:23]1[CH:27]=[CH:26][CH:25]=[C:24]1[C:28](Cl)=[O:29], predict the reaction product. The product is: [CH3:14][O:15][C:16]1[CH:22]=[CH:21][C:19]([N:20]([CH2:2][C:3]2[C:12]3[C:7](=[CH:8][CH:9]=[CH:10][CH:11]=3)[NH:6][C:5](=[O:13])[CH:4]=2)[C:28]([C:24]2[O:23][CH:27]=[CH:26][CH:25]=2)=[O:29])=[CH:18][CH:17]=1. (2) Given the reactants [CH3:1][O:2][C:3]1[C:8]([OH:9])=[CH:7][CH:6]=[C:5](/[CH:10]=[CH:11]/[C:12]([CH2:14][C:15](/[CH:17]=[CH:18]/[C:19]2[CH:27]=[C:24]([O:25][CH3:26])[C:22]([OH:23])=[CH:21][CH:20]=2)=[O:16])=[O:13])[CH:4]=1.[C:28](O)(=[O:48])/[CH:29]=[CH:30]\[CH:31]=[CH:32][CH:33]=[CH:34][CH:35]=[CH:36][CH:37]=[CH:38][CH2:39][CH2:40][CH2:41][CH2:42][CH2:43][CH2:44][CH2:45][CH2:46][CH3:47].C1(N=C=NC2CCCCC2)CCCCC1, predict the reaction product. The product is: [C:28]([O:9][C:8]1[CH:7]=[CH:6][C:5]([CH:10]=[CH:11][C:12](=[O:13])[CH2:14][C:15](=[O:16])[CH:17]=[CH:18][C:19]2[CH:20]=[CH:21][C:22]([OH:23])=[C:24]([O:25][CH3:26])[CH:27]=2)=[CH:4][C:3]=1[O:2][CH3:1])(=[O:48])[CH:29]=[CH:30][CH:31]=[CH:32][CH:33]=[CH:34][CH:35]=[CH:36][CH:37]=[CH:38][CH2:39][CH2:40][CH2:41][CH2:42][CH2:43][CH2:44][CH2:45][CH2:46][CH3:47]. (3) The product is: [Br:1][C:2]1[CH:8]=[CH:7][C:5]([NH:6][C:12]2[C:13]([N+:17]([O-:19])=[O:18])=[CH:14][N:15]=[C:10]([Cl:9])[N:11]=2)=[CH:4][CH:3]=1. Given the reactants [Br:1][C:2]1[CH:8]=[CH:7][C:5]([NH2:6])=[CH:4][CH:3]=1.[Cl:9][C:10]1[N:15]=[C:14](Cl)[C:13]([N+:17]([O-:19])=[O:18])=[CH:12][N:11]=1.C(N(C(C)C)CC)(C)C, predict the reaction product. (4) Given the reactants [Br:1][C:2]1[S:11][C:5]2[N:6]=[CH:7][N:8]=[C:9](Cl)[C:4]=2[C:3]=1[CH3:12].[F:13][C:14]1[CH:19]=[CH:18][C:17]([NH2:20])=[C:16]([O:21][CH:22]([CH3:24])[CH3:23])[CH:15]=1.C1(C)C=CC(S(O)(=O)=O)=CC=1, predict the reaction product. The product is: [Br:1][C:2]1[S:11][C:5]2[N:6]=[CH:7][N:8]=[C:9]([NH:20][C:17]3[CH:18]=[CH:19][C:14]([F:13])=[CH:15][C:16]=3[O:21][CH:22]([CH3:24])[CH3:23])[C:4]=2[C:3]=1[CH3:12]. (5) Given the reactants Cl.[Br:2][C:3]1[CH:4]=[C:5]([NH:9]N)[CH:6]=[CH:7][CH:8]=1.[CH2:11]1[C@H:18]2[NH:19][C@H:13]([CH2:14][C:15]([CH2:17]2)=O)[CH2:12]1.Cl.Cl.C([O-])([O-])=O.[K+].[K+].[CH3:28][C:29]([O:32][C:33](O[C:33]([O:32][C:29]([CH3:31])([CH3:30])[CH3:28])=[O:34])=[O:34])([CH3:31])[CH3:30], predict the reaction product. The product is: [Br:2][C:3]1[CH:8]=[C:7]([C:33]([O:32][C:29]([CH3:31])([CH3:30])[CH3:28])=[O:34])[C:6]2[C:17]3[CH:18]4[NH:19][CH:13]([CH2:12][CH2:11]4)[CH2:14][C:15]=3[NH:9][C:5]=2[CH:4]=1. (6) Given the reactants Cl.[NH2:2][C:3]1[NH:7][N:6]=[C:5]([C:8]([N:10]([CH3:12])[CH3:11])=[O:9])[N:4]=1.[O:13]1[C:17]2[CH:18]=[CH:19][C:20]([C:22]3[S:23][CH:24]=[C:25]([C:27](O)=[O:28])[N:26]=3)=[CH:21][C:16]=2[CH2:15][CH2:14]1.N1C=CC=CC=1, predict the reaction product. The product is: [O:13]1[C:17]2[CH:18]=[CH:19][C:20]([C:22]3[S:23][CH:24]=[C:25]([C:27]([NH:2][C:3]4[NH:4][C:5]([C:8](=[O:9])[N:10]([CH3:12])[CH3:11])=[N:6][N:7]=4)=[O:28])[N:26]=3)=[CH:21][C:16]=2[CH2:15][CH2:14]1. (7) Given the reactants [N:1]([O-])=O.[Na+].[N:5]1([S:10]([CH2:13][C:14]2[CH:20]=[CH:19][C:17]([NH2:18])=[CH:16][CH:15]=2)(=[O:12])=[O:11])[CH2:9][CH2:8][CH2:7][CH2:6]1.O.O.[Sn](Cl)(Cl)(Cl)[Cl:24], predict the reaction product. The product is: [ClH:24].[N:5]1([S:10]([CH2:13][C:14]2[CH:20]=[CH:19][C:17]([NH:18][NH2:1])=[CH:16][CH:15]=2)(=[O:12])=[O:11])[CH2:6][CH2:7][CH2:8][CH2:9]1. (8) Given the reactants [OH:1][CH2:2][CH:3]1[CH2:8][CH2:7][CH2:6][CH2:5][N:4]1[CH2:9][C:10]#[N:11].[H-].[H-].[H-].[H-].[Li+].[Al+3], predict the reaction product. The product is: [NH2:11][CH2:10][CH2:9][N:4]1[CH2:5][CH2:6][CH2:7][CH2:8][CH:3]1[CH2:2][OH:1]. (9) Given the reactants [CH3:1][N:2]1[CH2:7][CH2:6][NH:5][CH2:4][CH2:3]1.C([N:10](CC)CC)C.[CH3:15][C:16]1[CH:29]=[C:28]2[C:19]([S:20][C:21]3[CH:22]=[C:23]([C:31](Cl)=[O:32])[CH:24]=[CH:25][C:26]=3[C:27]2=[O:30])=[CH:18][CH:17]=1, predict the reaction product. The product is: [CH3:1][N:2]1[CH2:7][CH2:6][N:5]([C:25]2[C:26]3[C:27](=[O:30])[C:28]4[C:19](=[CH:18][CH:17]=[C:16]([CH3:15])[CH:29]=4)[S:20][C:21]=3[CH:22]=[C:23]([C:31]([NH2:10])=[O:32])[CH:24]=2)[CH2:4][CH2:3]1. (10) Given the reactants Br[C:2]1[CH:10]=[CH:9][CH:8]=[C:7]2[C:3]=1[C:4]1([CH2:22][O:21][C:20]3[CH:23]=[C:24]4[C:28](=[CH:29][C:19]1=3)[CH2:27][CH2:26][O:25]4)[C:5](=[O:18])[N:6]2[CH2:11][C:12]1[CH:17]=[CH:16][CH:15]=[CH:14][N:13]=1.BrC1C=CC=C2C=1C1(C3=CC4OCOC=4C=C3OC1)C(=O)N2CCCCC.[N:57]1[CH:62]=[C:61](B(O)O)[CH:60]=[N:59][CH:58]=1.CN(C)C1N=CC(B(O)O)=CC=1, predict the reaction product. The product is: [N:13]1[CH:14]=[CH:15][CH:16]=[CH:17][C:12]=1[CH2:11][N:6]1[C:7]2[C:3](=[C:2]([C:61]3[CH:62]=[N:57][CH:58]=[N:59][CH:60]=3)[CH:10]=[CH:9][CH:8]=2)[C:4]2([CH2:22][O:21][C:20]3[CH:23]=[C:24]4[C:28](=[CH:29][C:19]2=3)[CH2:27][CH2:26][O:25]4)[C:5]1=[O:18].